This data is from Forward reaction prediction with 1.9M reactions from USPTO patents (1976-2016). The task is: Predict the product of the given reaction. (1) Given the reactants [CH:1]1([CH2:5][NH:6][C:7]2[CH:12]=[CH:11][C:10]([N:13]([CH3:23])[S:14]([C:17]3[CH:22]=[CH:21][CH:20]=[CH:19][CH:18]=3)(=[O:16])=[O:15])=[CH:9][C:8]=2[N+:24]([O-])=O)[CH2:4][CH2:3][CH2:2]1, predict the reaction product. The product is: [NH2:24][C:8]1[CH:9]=[C:10]([N:13]([CH3:23])[S:14]([C:17]2[CH:18]=[CH:19][CH:20]=[CH:21][CH:22]=2)(=[O:16])=[O:15])[CH:11]=[CH:12][C:7]=1[NH:6][CH2:5][CH:1]1[CH2:4][CH2:3][CH2:2]1. (2) Given the reactants C1(P(C2C=CC=CC=2)C2C3OC4C(=CC=CC=4P(C4C=CC=CC=4)C4C=CC=CC=4)C(C)(C)C=3C=CC=2)C=CC=CC=1.Cl[C:44]1[C:53]([CH3:54])=[C:52]([Cl:55])[C:51]2[C:46](=[CH:47][C:48]([F:57])=[CH:49][C:50]=2[F:56])[N:45]=1.[CH3:58][C:59]1([CH3:66])[CH2:64][NH:63][C:62](=[O:65])[CH2:61][CH2:60]1.C(=O)([O-])[O-].[Cs+].[Cs+], predict the reaction product. The product is: [Cl:55][C:52]1[C:51]2[C:46](=[CH:47][C:48]([F:57])=[CH:49][C:50]=2[F:56])[N:45]=[C:44]([N:63]2[CH2:64][C:59]([CH3:66])([CH3:58])[CH2:60][CH2:61][C:62]2=[O:65])[C:53]=1[CH3:54]. (3) Given the reactants [CH3:1][N:2]([C:4](=[O:28])[C:5]([N:7]([CH3:27])[CH:8]1[CH2:14][N:13]([CH2:15][CH3:16])[CH2:12][CH2:11][N:10]2[C:17](=[O:26])[C:18]([OH:25])=[C:19]([C:21]([O:23]C)=O)[N:20]=[C:9]12)=[O:6])[CH3:3].C(N(CC)CC)C.[F:36][C:37]1[CH:44]=[CH:43][C:40]([CH2:41][NH2:42])=[CH:39][C:38]=1[CH3:45], predict the reaction product. The product is: [CH2:15]([N:13]1[CH2:14][CH:8]([N:7]([CH3:27])[C:5](=[O:6])[C:4]([N:2]([CH3:3])[CH3:1])=[O:28])[C:9]2=[N:20][C:19]([C:21]([NH:42][CH2:41][C:40]3[CH:43]=[CH:44][C:37]([F:36])=[C:38]([CH3:45])[CH:39]=3)=[O:23])=[C:18]([OH:25])[C:17](=[O:26])[N:10]2[CH2:11][CH2:12]1)[CH3:16]. (4) The product is: [CH2:19]([C:8]1[N:7]=[C:6]([C:4]([OH:5])=[O:3])[C:11]([NH:12][C:13]2[CH:14]=[N:15][CH:16]=[N:17][CH:18]=2)=[CH:10][CH:9]=1)[CH3:20]. Given the reactants C([O:3][C:4]([C:6]1[C:11]([NH:12][C:13]2[CH:14]=[N:15][CH:16]=[N:17][CH:18]=2)=[CH:10][CH:9]=[C:8]([CH2:19][CH3:20])[N:7]=1)=[O:5])C.[OH-].[Li+], predict the reaction product. (5) Given the reactants I[CH3:2].[Br:3][C:4]1[CH:5]=[C:6]2[C:11](=[CH:12][CH:13]=1)[NH:10][C:9](=[S:14])[N:8]([CH3:15])[C:7]2=[O:16], predict the reaction product. The product is: [Br:3][C:4]1[CH:5]=[C:6]2[C:11](=[CH:12][CH:13]=1)[N:10]=[C:9]([S:14][CH3:2])[N:8]([CH3:15])[C:7]2=[O:16]. (6) Given the reactants [C:1](#[N:4])[CH:2]=[CH2:3].[CH:5]1([C:11]2[C:19]3[C:14](=[CH:15][C:16]([C:20]([O:22][CH3:23])=[O:21])=[CH:17][CH:18]=3)[NH:13][C:12]=2[C:24]2[CH:29]=[CH:28][CH:27]=[CH:26][C:25]=2[CH:30]=O)[CH2:10][CH2:9][CH2:8][CH2:7][CH2:6]1, predict the reaction product. The product is: [C:1]([C:2]1[CH2:30][C:25]2[CH:26]=[CH:27][CH:28]=[CH:29][C:24]=2[C:12]2=[C:11]([CH:5]3[CH2:10][CH2:9][CH2:8][CH2:7][CH2:6]3)[C:19]3[CH:18]=[CH:17][C:16]([C:20]([O:22][CH3:23])=[O:21])=[CH:15][C:14]=3[N:13]2[CH:3]=1)#[N:4]. (7) Given the reactants Cl.[CH:2]([CH:15]1[C:20](=[O:21])[CH2:19][CH2:18][NH:17][CH2:16]1)([C:9]1[CH:14]=[CH:13][CH:12]=[CH:11][CH:10]=1)[C:3]1[CH:8]=[CH:7][CH:6]=[CH:5][CH:4]=1.[CH3:22][O:23][C:24]1[CH:31]=[CH:30][C:29]([O:32][C:33]([F:36])([F:35])[F:34])=[CH:28][C:25]=1[CH2:26]O.C(N(C(C)C)CC)(C)C.C(OCC)(=O)C, predict the reaction product. The product is: [CH:2]([CH:15]1[C:20](=[O:21])[CH2:19][CH2:18][N:17]([CH2:26][C:25]2[CH:28]=[C:29]([O:32][C:33]([F:34])([F:35])[F:36])[CH:30]=[CH:31][C:24]=2[O:23][CH3:22])[CH2:16]1)([C:9]1[CH:14]=[CH:13][CH:12]=[CH:11][CH:10]=1)[C:3]1[CH:4]=[CH:5][CH:6]=[CH:7][CH:8]=1.